Dataset: Reaction yield outcomes from USPTO patents with 853,638 reactions. Task: Predict the reaction yield, written as a fraction of the theoretical maximum amount of product (1.0 means a 100% yield; for example, 0.34 means a 34% yield). (1) The yield is 0.400. The reactants are [CH3:1][C:2]1[N:7]=[C:6]([NH2:8])[CH:5]=[C:4]([CH3:9])[N:3]=1.Br[C:11]1[C:12](=[O:19])[N:13]([CH3:18])[CH:14]=[C:15]([Br:17])[CH:16]=1.CC1(C)C2C(=C(P(C3C=CC=CC=3)C3C=CC=CC=3)C=CC=2)OC2C(P(C3C=CC=CC=3)C3C=CC=CC=3)=CC=CC1=2.C(=O)([O-])[O-].[Cs+].[Cs+]. The catalyst is C1C=CC(/C=C/C(/C=C/C2C=CC=CC=2)=O)=CC=1.C1C=CC(/C=C/C(/C=C/C2C=CC=CC=2)=O)=CC=1.C1C=CC(/C=C/C(/C=C/C2C=CC=CC=2)=O)=CC=1.[Pd].[Pd].O1CCOCC1. The product is [Br:17][C:15]1[CH:16]=[C:11]([NH:8][C:6]2[CH:5]=[C:4]([CH3:9])[N:3]=[C:2]([CH3:1])[N:7]=2)[C:12](=[O:19])[N:13]([CH3:18])[CH:14]=1. (2) The reactants are [CH:1]1([CH2:4][O:5][C:6]2[CH:7]=[CH:8][C:9]3[O:13][C:12]([C:14](=[O:18])[CH:15]([CH3:17])[CH3:16])=[C:11]([CH3:19])[C:10]=3[CH:20]=2)[CH2:3][CH2:2]1.[BH4-].[Na+].O. The catalyst is CO.O1CCCC1. The product is [CH:1]1([CH2:4][O:5][C:6]2[CH:7]=[CH:8][C:9]3[O:13][C:12]([CH:14]([OH:18])[CH:15]([CH3:16])[CH3:17])=[C:11]([CH3:19])[C:10]=3[CH:20]=2)[CH2:2][CH2:3]1. The yield is 1.00.